Dataset: Peptide-MHC class I binding affinity with 185,985 pairs from IEDB/IMGT. Task: Regression. Given a peptide amino acid sequence and an MHC pseudo amino acid sequence, predict their binding affinity value. This is MHC class I binding data. (1) The peptide sequence is NFLEVEDYGF. The MHC is HLA-A23:01 with pseudo-sequence HLA-A23:01. The binding affinity (normalized) is 0.630. (2) The peptide sequence is DLIKKSDAKR. The MHC is HLA-A33:01 with pseudo-sequence HLA-A33:01. The binding affinity (normalized) is 0.797. (3) The peptide sequence is FLCKQYLNL. The MHC is HLA-A02:01 with pseudo-sequence HLA-A02:01. The binding affinity (normalized) is 0.500. (4) The peptide sequence is AELLAACFA. The MHC is H-2-Kk with pseudo-sequence H-2-Kk. The binding affinity (normalized) is 0.848. (5) The peptide sequence is SVFHEHIFK. The MHC is HLA-A24:02 with pseudo-sequence HLA-A24:02. The binding affinity (normalized) is 0.0847. (6) The peptide sequence is NTYLFNILY. The MHC is HLA-A68:02 with pseudo-sequence HLA-A68:02. The binding affinity (normalized) is 0.177. (7) The peptide sequence is GRIDKPILK. The MHC is HLA-B07:02 with pseudo-sequence HLA-B07:02. The binding affinity (normalized) is 0.0847. (8) The peptide sequence is SSTTSAGPCR. The MHC is HLA-A68:02 with pseudo-sequence HLA-A68:02. The binding affinity (normalized) is 0. (9) The peptide sequence is FLLALLSCL. The MHC is HLA-A68:02 with pseudo-sequence HLA-A68:02. The binding affinity (normalized) is 0.118. (10) The peptide sequence is FQFTLHWEL. The MHC is BoLA-D18.4 with pseudo-sequence BoLA-D18.4. The binding affinity (normalized) is 0.425.